Dataset: Reaction yield outcomes from USPTO patents with 853,638 reactions. Task: Predict the reaction yield, written as a fraction of the theoretical maximum amount of product (1.0 means a 100% yield; for example, 0.34 means a 34% yield). (1) The reactants are Br[C:2]1[C:3]([Cl:9])=[N:4][C:5]([CH3:8])=[CH:6][CH:7]=1.[O:10]1[CH2:13][C:12](=[O:14])[CH2:11]1. No catalyst specified. The product is [Cl:9][C:3]1[C:2]([C:12]2([OH:14])[CH2:13][O:10][CH2:11]2)=[CH:7][CH:6]=[C:5]([CH3:8])[N:4]=1. The yield is 0.710. (2) The reactants are [CH2:1]([Li])[CH2:2][CH2:3]C.[C:6]([O:10][C:11]([N:13]1[CH2:18][CH2:17][C:16](=[O:19])[CH2:15][CH:14]1[C:20]([OH:22])=[O:21])=[O:12])([CH3:9])([CH3:8])[CH3:7].[CH3:23]COC(C)=O.[NH4+].[Cl-]. The catalyst is C1COCC1.O. The product is [CH3:23][O:21][C:20]([CH:14]1[CH2:15][C:16]([CH2:3][CH:2]=[CH2:1])([OH:19])[CH2:17][CH2:18][N:13]1[C:11]([O:10][C:6]([CH3:9])([CH3:7])[CH3:8])=[O:12])=[O:22]. The yield is 0.730. (3) The reactants are F[C:2]1[CH:9]=[CH:8][C:7]([N+:10]([O-:12])=[O:11])=[CH:6][C:3]=1[C:4]#[N:5].C(N(CC)CC)C.[CH2:20]([SH:22])[CH3:21].O. The catalyst is CN(C=O)C. The product is [CH2:20]([S:22][C:2]1[CH:9]=[CH:8][C:7]([N+:10]([O-:12])=[O:11])=[CH:6][C:3]=1[C:4]#[N:5])[CH3:21]. The yield is 0.970.